From a dataset of Catalyst prediction with 721,799 reactions and 888 catalyst types from USPTO. Predict which catalyst facilitates the given reaction. (1) Reactant: [H-].[Na+].[CH3:3][C:4]1[CH:5]=[C:6]([NH:10][C:11]2[S:12][CH:13]=[C:14]([C:16]3[CH:21]=[CH:20][N:19]=[CH:18][CH:17]=3)[N:15]=2)[CH:7]=[CH:8][CH:9]=1.[CH2:22](I)[CH3:23]. Product: [CH2:22]([N:10]([C:6]1[CH:7]=[CH:8][CH:9]=[C:4]([CH3:3])[CH:5]=1)[C:11]1[S:12][CH:13]=[C:14]([C:16]2[CH:21]=[CH:20][N:19]=[CH:18][CH:17]=2)[N:15]=1)[CH3:23]. The catalyst class is: 3. (2) Reactant: [Cl:1][C:2]1[C:6]([NH:7][C:8]([NH:10][CH2:11][CH2:12]Cl)=[O:9])=[CH:5][N:4]([C:14]2[CH:15]=[N:16][CH:17]=[CH:18][CH:19]=2)[N:3]=1.[H-].[Na+]. Product: [Cl:1][C:2]1[C:6]([N:7]2[CH2:12][CH2:11][NH:10][C:8]2=[O:9])=[CH:5][N:4]([C:14]2[CH:15]=[N:16][CH:17]=[CH:18][CH:19]=2)[N:3]=1. The catalyst class is: 1.